Dataset: Catalyst prediction with 721,799 reactions and 888 catalyst types from USPTO. Task: Predict which catalyst facilitates the given reaction. (1) Reactant: [F:1][C:2]([F:41])([F:40])[C:3]1[CH:4]=[C:5]([C@H:13]([N:15]([CH3:39])[C:16]([N:18]2[CH2:30][CH2:29][C@:21]3([NH:25][C@:24]([CH2:27][OH:28])([CH3:26])[CH2:23][CH2:22]3)[CH2:20][C@@H:19]2[C:31]2[CH:36]=[CH:35][C:34]([F:37])=[CH:33][C:32]=2[CH3:38])=[O:17])[CH3:14])[CH:6]=[C:7]([C:9]([F:12])([F:11])[F:10])[CH:8]=1.[Si:42](Cl)([CH3:45])([CH3:44])[CH3:43].O. Product: [F:41][C:2]([F:1])([F:40])[C:3]1[CH:4]=[C:5]([C@H:13]([N:15]([CH3:39])[C:16]([N:18]2[CH2:30][CH2:29][C@:21]3([NH:25][C@@:24]([CH3:26])([CH2:27][O:28][Si:42]([CH3:45])([CH3:44])[CH3:43])[CH2:23][CH2:22]3)[CH2:20][C@@H:19]2[C:31]2[CH:36]=[CH:35][C:34]([F:37])=[CH:33][C:32]=2[CH3:38])=[O:17])[CH3:14])[CH:6]=[C:7]([C:9]([F:12])([F:10])[F:11])[CH:8]=1. The catalyst class is: 4. (2) Reactant: [H-].[Na+].[C:3]([CH2:5][C:6]([O:8][CH2:9][CH3:10])=[O:7])#[N:4].I[CH2:12][CH2:13][C:14]1[CH:15]=[CH:16][C:17]2[N:22]([CH3:23])[CH2:21][CH2:20][N:19]([C:24]([O:26][C:27]([CH3:30])([CH3:29])[CH3:28])=[O:25])[C:18]=2[N:31]=1. Product: [C:3]([CH:5]([C:6]([O:8][CH2:9][CH3:10])=[O:7])[CH2:12][CH2:13][C:14]1[CH:15]=[CH:16][C:17]2[N:22]([CH3:23])[CH2:21][CH2:20][N:19]([C:24]([O:26][C:27]([CH3:30])([CH3:29])[CH3:28])=[O:25])[C:18]=2[N:31]=1)#[N:4]. The catalyst class is: 3. (3) Reactant: [CH3:1][O:2][C:3]1[CH:4]=[C:5]2[C:9](=[CH:10][CH:11]=1)[NH:8][C:7]([C:12]([OH:14])=O)=[CH:6]2.C1N=CN(C(N2C=NC=C2)=O)C=1.[NH2:27][C:28]1[S:29][C:30]([N+:33]([O-:35])=[O:34])=[CH:31][N:32]=1. Product: [N+:33]([C:30]1[S:29][C:28]([NH:27][C:12]([C:7]2[NH:8][C:9]3[C:5]([CH:6]=2)=[CH:4][C:3]([O:2][CH3:1])=[CH:11][CH:10]=3)=[O:14])=[N:32][CH:31]=1)([O-:35])=[O:34]. The catalyst class is: 1. (4) Reactant: [C:1]([O:5][C:6]([N:8]1[C@@H:12](/[CH:13]=[CH:14]/[C:15]2[CH:20]=[CH:19][C:18]([NH:21][C:22]([NH:24][C:25]3[CH:30]=[CH:29][C:28]([Cl:31])=[CH:27][CH:26]=3)=[O:23])=[CH:17][CH:16]=2)[CH2:11][O:10][C:9]1([CH3:33])[CH3:32])=[O:7])([CH3:4])([CH3:3])[CH3:2]. Product: [C:1]([O:5][C:6]([N:8]1[C@@H:12]([CH2:13][CH2:14][C:15]2[CH:20]=[CH:19][C:18]([NH:21][C:22]([NH:24][C:25]3[CH:30]=[CH:29][C:28]([Cl:31])=[CH:27][CH:26]=3)=[O:23])=[CH:17][CH:16]=2)[CH2:11][O:10][C:9]1([CH3:33])[CH3:32])=[O:7])([CH3:4])([CH3:2])[CH3:3]. The catalyst class is: 603. (5) Reactant: Cl.Cl[C:3]1[N:8]2[N:9]=[C:10]([CH:12]3[CH2:17][CH2:16][N:15]([CH:18]([CH3:20])[CH3:19])[CH2:14][CH2:13]3)[N:11]=[C:7]2[CH:6]=[C:5]([C:21]2[CH:26]=[CH:25][C:24]([F:27])=[CH:23][C:22]=2[Cl:28])[N:4]=1.Cl.[NH2:30][C:31]1[C:36]([C:37](=[O:42])[C:38]([F:41])([F:40])[F:39])=[CH:35][CH:34]=[C:33]([NH:43][CH:44]2[CH2:49][CH2:48][CH2:47][NH:46][CH2:45]2)[N:32]=1.C(N(CC)C(C)C)(C)C. Product: [NH2:30][C:31]1[C:36]([C:37](=[O:42])[C:38]([F:40])([F:41])[F:39])=[CH:35][CH:34]=[C:33]([NH:43][CH:44]2[CH2:49][CH2:48][CH2:47][N:46]([C:3]3[N:8]4[N:9]=[C:10]([CH:12]5[CH2:17][CH2:16][N:15]([CH:18]([CH3:19])[CH3:20])[CH2:14][CH2:13]5)[N:11]=[C:7]4[CH:6]=[C:5]([C:21]4[CH:26]=[CH:25][C:24]([F:27])=[CH:23][C:22]=4[Cl:28])[N:4]=3)[CH2:45]2)[N:32]=1. The catalyst class is: 16. (6) Reactant: [CH3:1][O:2][C:3]1[CH:17]=[CH:16][C:6]([CH2:7][O:8][C:9]2[CH:14]=[C:13]([NH2:15])[CH:12]=[CH:11][N:10]=2)=[CH:5][CH:4]=1.C[Si]([N-][Si](C)(C)C)(C)C.[Li+].F[C:29]1[C:34]([C:35]2[N:40]=[C:39]([CH3:41])[N:38]=[C:37]([N:42]([CH2:52][C:53]3[CH:58]=[CH:57][C:56]([O:59][CH3:60])=[CH:55][CH:54]=3)[CH2:43][C:44]3[CH:49]=[CH:48][C:47]([O:50][CH3:51])=[CH:46][CH:45]=3)[N:36]=2)=[CH:33][CH:32]=[CH:31][N:30]=1. Product: [CH3:60][O:59][C:56]1[CH:55]=[CH:54][C:53]([CH2:52][N:42]([CH2:43][C:44]2[CH:45]=[CH:46][C:47]([O:50][CH3:51])=[CH:48][CH:49]=2)[C:37]2[N:36]=[C:35]([C:34]3[C:29]([NH:15][C:13]4[CH:12]=[CH:11][N:10]=[C:9]([O:8][CH2:7][C:6]5[CH:5]=[CH:4][C:3]([O:2][CH3:1])=[CH:17][CH:16]=5)[CH:14]=4)=[N:30][CH:31]=[CH:32][CH:33]=3)[N:40]=[C:39]([CH3:41])[N:38]=2)=[CH:58][CH:57]=1. The catalyst class is: 1.